From a dataset of Catalyst prediction with 721,799 reactions and 888 catalyst types from USPTO. Predict which catalyst facilitates the given reaction. (1) Reactant: [CH3:1][C:2]1[C:3]([OH:11])=[C:4]([CH:7]=[CH:8][C:9]=1[OH:10])[CH:5]=[O:6].C([O-])([O-])=O.[K+].[K+].Br[CH2:19][CH2:20][CH3:21]. Product: [OH:11][C:3]1[C:2]([CH3:1])=[C:9]([O:10][CH2:19][CH2:20][CH3:21])[CH:8]=[CH:7][C:4]=1[CH:5]=[O:6]. The catalyst class is: 10. (2) Reactant: C([N:4]1[C:12]2[C:7](=[CH:8][C:9]([N+:13]([O-:15])=[O:14])=[CH:10][CH:11]=2)[C:6](=[C:16](Cl)[C:17]2[CH:22]=[CH:21][CH:20]=[C:19]([Cl:23])[CH:18]=2)[C:5]1=[O:25])(=O)C.[CH3:26][N:27]([CH2:29][C:30]1[CH:36]=[CH:35][C:33]([NH2:34])=[CH:32][CH:31]=1)[CH3:28].[OH-].[Na+]. Product: [CH3:28][N:27]([CH2:29][C:30]1[CH:31]=[CH:32][C:33]([NH:34]/[C:16](=[C:6]2\[C:5](=[O:25])[NH:4][C:12]3[C:7]\2=[CH:8][C:9]([N+:13]([O-:15])=[O:14])=[CH:10][CH:11]=3)/[C:17]2[CH:22]=[CH:21][CH:20]=[C:19]([Cl:23])[CH:18]=2)=[CH:35][CH:36]=1)[CH3:26]. The catalyst class is: 121. (3) Reactant: [CH3:1][O:2][C:3]1[C:7]([CH2:8][OH:9])=[CH:6][N:5]([C:10]2[CH:11]=[N:12][C:13]([C:16]([F:19])([F:18])[F:17])=[CH:14][CH:15]=2)[N:4]=1.C1C=C[NH+]=CC=1.[O-][Cr](Cl)(=O)=O. Product: [CH3:1][O:2][C:3]1[C:7]([CH:8]=[O:9])=[CH:6][N:5]([C:10]2[CH:11]=[N:12][C:13]([C:16]([F:18])([F:17])[F:19])=[CH:14][CH:15]=2)[N:4]=1. The catalyst class is: 4. (4) Reactant: C1N=CN([C:6](N2C=NC=C2)=[O:7])C=1.[CH:13]1([C@H:17]([NH:19][C:20]2[N:28]=[C:27]([C:29](=[N:31][OH:32])[NH2:30])[N:26]=[C:25]3[C:21]=2[N:22]([CH2:39][C@H:40]2[CH2:45][CH2:44][C@H:43]([CH3:46])[CH2:42][CH2:41]2)[C:23]([C:33](=[O:38])[C:34]([CH3:37])([CH3:36])[CH3:35])=[N:24]3)[CH3:18])[CH2:16][CH2:15][CH2:14]1. Product: [CH:13]1([C@H:17]([NH:19][C:20]2[N:28]=[C:27]([C:29]3[NH:30][C:6](=[O:7])[O:32][N:31]=3)[N:26]=[C:25]3[C:21]=2[N:22]([CH2:39][C@H:40]2[CH2:41][CH2:42][C@H:43]([CH3:46])[CH2:44][CH2:45]2)[C:23]([C:33](=[O:38])[C:34]([CH3:36])([CH3:37])[CH3:35])=[N:24]3)[CH3:18])[CH2:14][CH2:15][CH2:16]1. The catalyst class is: 10.